Dataset: Full USPTO retrosynthesis dataset with 1.9M reactions from patents (1976-2016). Task: Predict the reactants needed to synthesize the given product. (1) The reactants are: [NH2:1][C:2]1[N:11]([CH2:12][CH2:13][CH3:14])[CH2:10][C:9]2[C:4](=[CH:5][CH:6]=[C:7]([O:15][C:16]3[CH:17]=[C:18]([CH:22]=[CH:23][CH:24]=3)[C:19](O)=[O:20])[CH:8]=2)[N:3]=1.O=S(Cl)[Cl:27]. Given the product [NH2:1][C:2]1[N:11]([CH2:12][CH2:13][CH3:14])[CH2:10][C:9]2[C:4](=[CH:5][CH:6]=[C:7]([O:15][C:16]3[CH:17]=[C:18]([CH:22]=[CH:23][CH:24]=3)[C:19]([Cl:27])=[O:20])[CH:8]=2)[N:3]=1, predict the reactants needed to synthesize it. (2) Given the product [C:1]([O:5][C:6]([NH:7][C:8]([C:11]1[CH:12]=[C:13]([CH:14]=[CH:15][CH:16]=1)[C:31]([O:33][CH3:34])=[O:32])([CH3:10])[CH3:9])=[O:18])([CH3:4])([CH3:3])[CH3:2], predict the reactants needed to synthesize it. The reactants are: [C:1]([O:5][C:6](=[O:18])[NH:7][C:8]([C:11]1[CH:16]=[CH:15][CH:14]=[C:13](Br)[CH:12]=1)([CH3:10])[CH3:9])([CH3:4])([CH3:3])[CH3:2].C([Li])CCC.CCCCCC.Cl[C:31]([O:33][CH3:34])=[O:32].[Cl-].[NH4+]. (3) Given the product [F:9][C:2]([F:1])([F:8])[C:3]([NH:15][CH2:14][CH2:13][CH2:12][NH:11][CH3:10])=[O:5], predict the reactants needed to synthesize it. The reactants are: [F:1][C:2]([F:9])([F:8])[C:3]([O:5]CC)=O.[CH3:10][NH:11][CH2:12][CH2:13][CH2:14][NH2:15]. (4) Given the product [Cl:18][C:12]1[CH:13]=[CH:14][CH:15]=[C:16]([F:17])[C:11]=1[C:9]1[S:8][C:7]2[C:2]([NH:27][C:22]3[N:21]=[CH:20][N:25]=[C:24]([CH:60]([OH:76])[CH2:55][OH:54])[CH:23]=3)=[N:3][CH:4]=[CH:5][C:6]=2[N:10]=1, predict the reactants needed to synthesize it. The reactants are: Br[C:2]1[C:7]2[S:8][C:9]([C:11]3[C:16]([F:17])=[CH:15][CH:14]=[CH:13][C:12]=3[Cl:18])=[N:10][C:6]=2[CH:5]=[CH:4][N:3]=1.C[C:20]1[N:25]=[C:24](N)[CH:23]=[C:22]([N:27]2CCOCC2)[N:21]=1.CC1(C)[C:60]2[C:55](=C(P(C3C=CC=CC=3)C3C=CC=CC=3)C=CC=2)[O:54]C2C(P(C3C=CC=CC=3)C3C=CC=CC=3)=CC=CC1=2.C([O-])([O-])=[O:76].[Cs+].[Cs+]. (5) Given the product [F:1][C:2]1[CH:3]=[CH:4][C:5]([CH2:8][C:9]2[CH:18]=[C:17]3[C:12]([C:13]([OH:36])=[C:14]([C:31]([NH:41][CH2:40][CH2:39][O:38][CH3:37])=[O:32])[C:15](=[O:30])[N:16]3[CH2:19][CH2:20][CH2:21][S:22]([N:25]3[CH2:26][CH2:27][CH2:28][CH2:29]3)(=[O:23])=[O:24])=[N:11][CH:10]=2)=[CH:6][CH:7]=1, predict the reactants needed to synthesize it. The reactants are: [F:1][C:2]1[CH:7]=[CH:6][C:5]([CH2:8][C:9]2[CH:18]=[C:17]3[C:12]([C:13]([OH:36])=[C:14]([C:31](OCC)=[O:32])[C:15](=[O:30])[N:16]3[CH2:19][CH2:20][CH2:21][S:22]([N:25]3[CH2:29][CH2:28][CH2:27][CH2:26]3)(=[O:24])=[O:23])=[N:11][CH:10]=2)=[CH:4][CH:3]=1.[CH3:37][O:38][CH2:39][CH2:40][NH2:41]. (6) Given the product [F:36][C:30]1[CH:31]=[CH:32][C:33]([F:35])=[CH:34][C:29]=1[S:26]([NH:25][C:21]1[CH:22]=[CH:23][CH:24]=[C:19]([C:9]2[N:10]=[C:11]([CH:13]3[CH2:14][CH2:15][O:16][CH2:17][CH2:18]3)[S:12][C:8]=2[C:6]2[CH:5]=[CH:4][N:3]=[CH:2][N:7]=2)[C:20]=1[F:37])(=[O:27])=[O:28], predict the reactants needed to synthesize it. The reactants are: Cl[C:2]1[N:7]=[C:6]([C:8]2[S:12][C:11]([CH:13]3[CH2:18][CH2:17][O:16][CH2:15][CH2:14]3)=[N:10][C:9]=2[C:19]2[C:20]([F:37])=[C:21]([NH:25][S:26]([C:29]3[CH:34]=[C:33]([F:35])[CH:32]=[CH:31][C:30]=3[F:36])(=[O:28])=[O:27])[CH:22]=[CH:23][CH:24]=2)[CH:5]=[CH:4][N:3]=1.C([O-])=O.[NH4+]. (7) Given the product [C:1]([O:5][C:6](=[O:12])[C@@H:7]([CH:9]([CH3:10])[CH3:11])[NH:8][S:27]([C:22]1[CH:21]=[CH:20][C:19]2[C:24](=[CH:25][CH:26]=[C:17]([O:16][C:13](=[O:15])[CH3:14])[CH:18]=2)[CH:23]=1)(=[O:29])=[O:28])([CH3:4])([CH3:3])[CH3:2], predict the reactants needed to synthesize it. The reactants are: [C:1]([O:5][C:6](=[O:12])[C@@H:7]([CH:9]([CH3:11])[CH3:10])[NH2:8])([CH3:4])([CH3:3])[CH3:2].[C:13]([O:16][C:17]1[CH:18]=[C:19]2[C:24](=[CH:25][CH:26]=1)[CH:23]=[C:22]([S:27](Cl)(=[O:29])=[O:28])[CH:21]=[CH:20]2)(=[O:15])[CH3:14].C(N(CC)CC)C.C(O)(=O)CC(CC(O)=O)(C(O)=O)O. (8) The reactants are: Cl.[NH2:2][C@H:3]([C:5]([C@@H:7]1[C:13]2[CH:14]=[CH:15][CH2:16][CH2:17][C:12]=2[CH2:11][CH:10]([NH2:18])[N:9]([CH3:19])[C:8]1=[O:20])=[O:6])[CH3:4].C([NH:28][C@H:29]([C:39](O)=[O:40])[CH:30]([C:35]([F:38])([F:37])[F:36])[C:31]([F:34])([F:33])[F:32])(OC(C)(C)C)=O. Given the product [F:32][C:31]([F:33])([F:34])[CH:30]([C:35]([F:36])([F:38])[F:37])[C@@H:29]([C:39]([NH:2][C@H:3]([C:5]([C@@H:7]1[C:13]2[CH:14]=[CH:15][CH2:16][CH2:17][C:12]=2[CH2:11][CH:10]([NH2:18])[N:9]([CH3:19])[C:8]1=[O:20])=[O:6])[CH3:4])=[O:40])[NH2:28], predict the reactants needed to synthesize it. (9) Given the product [C:12]([O:16][C:17](=[O:25])[NH:18][CH2:19][CH2:20][C:21]([CH3:23])([NH:24][C:2]1[CH:3]=[C:4]([CH3:11])[CH:5]=[CH:6][C:7]=1[N+:8]([O-:10])=[O:9])[CH3:22])([CH3:15])([CH3:13])[CH3:14], predict the reactants needed to synthesize it. The reactants are: F[C:2]1[CH:3]=[C:4]([CH3:11])[CH:5]=[CH:6][C:7]=1[N+:8]([O-:10])=[O:9].[C:12]([O:16][C:17](=[O:25])[NH:18][CH2:19][CH2:20][C:21]([NH2:24])([CH3:23])[CH3:22])([CH3:15])([CH3:14])[CH3:13].C(=O)([O-])[O-].[K+].[K+]. (10) Given the product [NH2:1][C:2]1[N:7]=[C:6]([NH2:8])[C:5]([CH2:9][C:10]2[CH:18]=[C:17]3[C:13]([C:14]([CH3:21])=[CH:15][N:16]3[CH2:19][CH3:20])=[C:12]([O:28][S:29]([CH:32]([CH3:33])[CH3:34])(=[O:31])=[O:30])[CH:11]=2)=[CH:4][N:3]=1, predict the reactants needed to synthesize it. The reactants are: [NH2:1][C:2]1[N:7]=[C:6]([NH2:8])[C:5]([CH2:9][C:10]2[CH:18]=[C:17]3[C:13]([C:14]([CH2:21]N4CCOCC4)=[CH:15][N:16]3[CH2:19][CH3:20])=[C:12]([O:28][S:29]([CH:32]([CH3:34])[CH3:33])(=[O:31])=[O:30])[CH:11]=2)=[CH:4][N:3]=1.Cl.